From a dataset of Experimentally validated miRNA-target interactions with 360,000+ pairs, plus equal number of negative samples. Binary Classification. Given a miRNA mature sequence and a target amino acid sequence, predict their likelihood of interaction. (1) The miRNA is hsa-miR-1271-5p with sequence CUUGGCACCUAGCAAGCACUCA. The protein sequence of the target gene is MPRRGLILHTRTHWLLLGLALLCSLVLFMYLLECAPQTDGNASLPGVVGENYGKEYYQALLQEQEEHYQTRATSLKRQIAQLKQELQEMSEKMRSLQERRNVGANGIGYQSNKEQAPSDLLEFLHSQIDKAEVSIGAKLPSEYGVIPFESFTLMKVFQLEMGLTRHPEEKPVRKDKRDELVEVIEAGLEVINNPDEDDEQEDEEGPLGEKLIFNENDFVEGYYRTERDKGTQYELFFKKADLTEYRHVTLFRPFGPLMKVKSEMIDITRSIINIIVPLAERTEAFVQFMQNFRDVCIHQD.... Result: 0 (no interaction). (2) The miRNA is hsa-miR-6724-5p with sequence CUGGGCCCGCGGCGGGCGUGGGG. The protein sequence of the target gene is MTSLTQRSSGLVQRRTEASRNAADKERAAGGGAGSSEDDAQSRRDEQDDDDKGDSKETRLTLMEEVLLLGLKDREGYTSFWNDCISSGLRGCMLIELALRGRLQLEACGMRRKSLLTRKVICKSDAPTGDVLLDEALKHVKETQPPETVQNWIELLSGETWNPLKLHYQLRNVRERLAKNLVEKGVLTTEKQNFLLFDMTTHPLTNNNIKQRLIKKVQEAVLDKWVNDPHRMDRRLLALIYLAHASDVLENAFAPLLDEQYDLATKRVRQLLDLDPEVECLKANTNEVLWAVVAAFTK. Result: 0 (no interaction). (3) The miRNA is hsa-miR-633 with sequence CUAAUAGUAUCUACCACAAUAAA. The protein sequence of the target gene is MAGAGERKGKKDDNGIGTAIDFVLSNARLVLGVGGAAMLGIATLAVKRMYDRAISAPTSPTRLSHSGKRSWEEPNWMGSPRLLNRDMKTGLSRSLQTLPTDSSTFDTDTFCPPRPKPVARKGQVDLKKSRLRMSLQEKLLTYYRNRAAIPAGEQARAKQAAVDICAELRSFLRAKLPDMPLRDMYLSGSLYDDLQVVTADHIQLIVPLVLEQNLWSCIPGEDTIMNVPGFFLVRRENPEYFPRGSSYWDRCVVGGYLSPKTVADTFEKVVAGSINWPAIGSLLDYVIRPAPPPEALTLEV.... Result: 0 (no interaction).